Task: Predict the product of the given reaction.. Dataset: Forward reaction prediction with 1.9M reactions from USPTO patents (1976-2016) (1) Given the reactants Cl.[CH3:2][N:3]([CH3:31])[C:4]1[CH:29]=[C:28]([CH3:30])[CH:27]=[CH:26][C:5]=1[C:6]([NH:8][C:9]1[CH:14]=[CH:13][C:12]([N:15](C=O)[CH2:16][CH2:17][C:18]2[CH:23]=[CH:22][CH:21]=[CH:20][N:19]=2)=[CH:11][CH:10]=1)=[O:7], predict the reaction product. The product is: [CH3:31][N:3]([CH3:2])[C:4]1[CH:29]=[C:28]([CH3:30])[CH:27]=[CH:26][C:5]=1[C:6]([NH:8][C:9]1[CH:14]=[CH:13][C:12]([NH:15][CH2:16][CH2:17][C:18]2[CH:23]=[CH:22][CH:21]=[CH:20][N:19]=2)=[CH:11][CH:10]=1)=[O:7]. (2) Given the reactants C(OC(=O)[NH:10][C@H:11]([C:23]([NH:25][CH2:26][C@@H:27]([NH:39][C:40]([O:42][C:43]([CH3:46])([CH3:45])[CH3:44])=[O:41])[CH2:28][CH2:29][CH2:30][NH:31][C:32]([O:34][C:35]([CH3:38])([CH3:37])[CH3:36])=[O:33])=[O:24])[CH2:12][CH2:13][CH2:14][NH:15][C:16]([O:18][C:19]([CH3:22])([CH3:21])[CH3:20])=[O:17])C1C=CC=CC=1, predict the reaction product. The product is: [C:19]([O:18][C:16](=[O:17])[NH:15][CH2:14][CH2:13][CH2:12][C@H:11]([NH2:10])[C:23]([NH:25][CH2:26][C@@H:27]([NH:39][C:40]([O:42][C:43]([CH3:46])([CH3:45])[CH3:44])=[O:41])[CH2:28][CH2:29][CH2:30][NH:31][C:32]([O:34][C:35]([CH3:38])([CH3:36])[CH3:37])=[O:33])=[O:24])([CH3:20])([CH3:21])[CH3:22].